From a dataset of Catalyst prediction with 721,799 reactions and 888 catalyst types from USPTO. Predict which catalyst facilitates the given reaction. (1) Reactant: [Cl:1][C:2]1[C:3]([C:34]2[S:35][C:36]([C:39]3[N:40]=[C:41]4[C:46]([Cl:47])=[CH:45][C:44]([C:48]([F:51])([F:50])[F:49])=[CH:43][N:42]4[CH:52]=3)=[N:37][N:38]=2)=[CH:4][C:5]([F:33])=[C:6]([CH:32]=1)[O:7][CH2:8][CH:9]([NH:24]C(=O)OC(C)(C)C)[CH2:10][O:11][P:12]([O:19]C(C)(C)C)([O:14]C(C)(C)C)=[O:13].Cl. Product: [P:12]([OH:19])([OH:14])([O:11][CH2:10][CH:9]([NH2:24])[CH2:8][O:7][C:6]1[CH:32]=[C:2]([Cl:1])[C:3]([C:34]2[S:35][C:36]([C:39]3[N:40]=[C:41]4[C:46]([Cl:47])=[CH:45][C:44]([C:48]([F:51])([F:50])[F:49])=[CH:43][N:42]4[CH:52]=3)=[N:37][N:38]=2)=[CH:4][C:5]=1[F:33])=[O:13]. The catalyst class is: 8. (2) Reactant: [N:1]1[C:6]2[NH:7][C:8]3[CH:18]=[N:17][CH:16]=[CH:15][C:9]=3/[C:10](=[N:13]/[OH:14])/[C:11](=O)[C:5]=2[CH:4]=[CH:3][CH:2]=1.C([O-])(=O)C.[NH4+:23].[Cl:24][C:25]1[CH:32]=[CH:31][CH:30]=[C:29]([Cl:33])[C:26]=1[CH:27]=O. Product: [Cl:24][C:25]1[CH:32]=[CH:31][CH:30]=[C:29]([Cl:33])[C:26]=1[C:27]1[N:13]([OH:14])[C:10]2[C:9]3[CH:15]=[CH:16][N:17]=[CH:18][C:8]=3[NH:7][C:6]3[N:1]=[CH:2][CH:3]=[CH:4][C:5]=3[C:11]=2[N:23]=1. The catalyst class is: 15. (3) Reactant: [CH3:1][O:2][C:3]1[CH:29]=[CH:28][C:6]2[N:7]([CH3:27])[C:8](=[O:26])[N:9]([CH2:10][C@H:11]3[CH2:16][CH2:15][C@H:14]([C:17]([N:19]4[CH2:24][CH2:23][NH:22][C:21](=[O:25])[CH2:20]4)=[O:18])[CH2:13][CH2:12]3)[C:5]=2[CH:4]=1.[H-].[Na+].Br[CH2:33][C:34](=[O:37])[CH2:35][CH3:36].O. Product: [CH3:1][O:2][C:3]1[CH:29]=[CH:28][C:6]2[N:7]([CH3:27])[C:8](=[O:26])[N:9]([CH2:10][C@H:11]3[CH2:16][CH2:15][C@H:14]([C:17]([N:19]4[CH2:24][CH2:23][N:22]([CH2:33][C:34](=[O:37])[CH2:35][CH3:36])[C:21](=[O:25])[CH2:20]4)=[O:18])[CH2:13][CH2:12]3)[C:5]=2[CH:4]=1. The catalyst class is: 3. (4) Reactant: [Br:1][C:2]1[C:7]([CH3:8])=[CH:6][CH:5]=[CH:4][N+:3]=1[O-].[CH2:10]([N:12](CC)CC)C.[Si](C#N)(C)(C)C. Product: [Br:1][C:2]1[N:3]=[C:4]([C:10]#[N:12])[CH:5]=[CH:6][C:7]=1[CH3:8]. The catalyst class is: 10. (5) Reactant: [I:1][C:2]1[CH:3]=[C:4]([CH:10]=[CH:11][CH:12]=1)[CH2:5][NH:6][CH:7]1[CH2:9][CH2:8]1.CI.[C:15](=O)([O-])[O-].[K+].[K+].C(=O)([O-])O.[Na+]. The catalyst class is: 9. Product: [I:1][C:2]1[CH:3]=[C:4]([CH:10]=[CH:11][CH:12]=1)[CH2:5][N:6]([CH3:15])[CH:7]1[CH2:8][CH2:9]1. (6) Product: [Si:1]([O:8][CH2:9][CH2:10][CH2:11][CH2:12][CH2:13][CH2:14][N:15]([CH:16]1[CH2:17][CH2:18][CH2:19][CH2:20][CH2:21]1)[C:29](=[O:36])[C:30]1[CH:35]=[CH:34][CH:33]=[CH:32][CH:31]=1)([C:4]([CH3:7])([CH3:6])[CH3:5])([CH3:3])[CH3:2]. Reactant: [Si:1]([O:8][CH2:9][CH2:10][CH2:11][CH2:12][CH2:13][CH2:14][NH:15][CH:16]1[CH2:21][CH2:20][CH2:19][CH2:18][CH2:17]1)([C:4]([CH3:7])([CH3:6])[CH3:5])([CH3:3])[CH3:2].C(N(CC)CC)C.[C:29](Cl)(=[O:36])[C:30]1[CH:35]=[CH:34][CH:33]=[CH:32][CH:31]=1. The catalyst class is: 124. (7) Product: [Br:2][C:3]1[CH:4]=[C:5]2[C:9]([CH2:8][C:7]3([CH2:17][CH2:16][CH:15]([O:18][CH3:19])[CH2:14][CH2:13]3)[C:6]2=[NH:20])=[CH:10][C:11]=1[F:12]. Reactant: Cl.[Br:2][C:3]1[CH:4]=[C:5]2[C:9](=[CH:10][C:11]=1[F:12])[CH2:8][C:7]1([CH2:17][CH2:16][CH:15]([O:18][CH3:19])[CH2:14][CH2:13]1)[C:6]2=[N:20]S(C(C)(C)C)=O.CCOCC. The catalyst class is: 12. (8) Reactant: C(Cl)(=O)C(Cl)=O.[Cl:7][C:8]1[CH:13]=[CH:12][C:11]([C:14]2[N:18]([C:19]3[CH:24]=[CH:23][C:22]([S:25](=[O:28])(=[O:27])[NH2:26])=[CH:21][CH:20]=3)[C:17]([CH3:29])=[C:16]([C:30](OCC)=[O:31])[C:15]=2[CH3:35])=[CH:10][CH:9]=1.Cl.[CH3:37][NH:38][O:39][CH3:40].[CH2:41]([N:43]([CH2:46]C)[CH2:44]C)C. Product: [Cl:7][C:8]1[CH:9]=[CH:10][C:11]([C:14]2[N:18]([C:19]3[CH:24]=[CH:23][C:22]([S:25](=[O:28])(=[O:27])[N:26]=[CH:41][N:43]([CH3:46])[CH3:44])=[CH:21][CH:20]=3)[C:17]([CH3:29])=[C:16]([C:30]([N:38]([O:39][CH3:40])[CH3:37])=[O:31])[C:15]=2[CH3:35])=[CH:12][CH:13]=1. The catalyst class is: 139.